This data is from Catalyst prediction with 721,799 reactions and 888 catalyst types from USPTO. The task is: Predict which catalyst facilitates the given reaction. (1) Reactant: [Br:1][C:2]1[CH:3]=[CH:4][C:5]([Cl:9])=[C:6]([OH:8])[CH:7]=1.[H-].[Na+].[CH3:12][O:13][C:14]1[CH:21]=[CH:20][C:17]([CH2:18]Br)=[CH:16][CH:15]=1. Product: [Br:1][C:2]1[CH:3]=[CH:4][C:5]([Cl:9])=[C:6]([O:8][CH2:18][C:17]2[CH:20]=[CH:21][C:14]([O:13][CH3:12])=[CH:15][CH:16]=2)[CH:7]=1. The catalyst class is: 7. (2) Reactant: C[O-].[Na+].C1(C)C=CC=CC=1.[F:11][C:12]1[CH:17]=[CH:16][CH:15]=[CH:14][C:13]=1[CH2:18][C:19]#[N:20].Cl.[C:22](=O)([O:25]C)[O:23][CH3:24]. Product: [C:19]([CH:18]([C:13]1[CH:14]=[CH:15][CH:16]=[CH:17][C:12]=1[F:11])[C:22]([O:23][CH3:24])=[O:25])#[N:20]. The catalyst class is: 6. (3) Reactant: [O:1]=[C:2]1[C:6]2([CH2:11][CH2:10][N:9]([C:12]([O:14][CH2:15][C:16]3[CH:21]=[CH:20][CH:19]=[CH:18][CH:17]=3)=[O:13])[CH2:8][CH2:7]2)[CH:5]([C:22]2[CH:27]=[CH:26][CH:25]=[CH:24][CH:23]=2)[CH2:4][NH:3]1.C[Si]([N-][Si](C)(C)C)(C)C.[Li+].O1CCCC1.Br[CH2:44][C:45]1[CH:46]=[C:47]([CH:52]=[CH:53][CH:54]=1)[C:48]([O:50][CH3:51])=[O:49]. Product: [CH3:51][O:50][C:48]([C:47]1[CH:46]=[C:45]([CH:54]=[CH:53][CH:52]=1)[CH2:44][N:3]1[CH2:4][CH:5]([C:22]2[CH:27]=[CH:26][CH:25]=[CH:24][CH:23]=2)[C:6]2([CH2:11][CH2:10][N:9]([C:12]([O:14][CH2:15][C:16]3[CH:17]=[CH:18][CH:19]=[CH:20][CH:21]=3)=[O:13])[CH2:8][CH2:7]2)[C:2]1=[O:1])=[O:49]. The catalyst class is: 42. (4) Reactant: Br[C:2]1[CH:7]=[CH:6][CH:5]=[CH:4][C:3]=1[C:8]([F:11])([F:10])[F:9].C([Li])CCC.[O:17]=[C:18]1[CH2:23][CH2:22][N:21]([C:24]([O:26][C:27]([CH3:30])([CH3:29])[CH3:28])=[O:25])[CH2:20][CH2:19]1. Product: [C:27]([O:26][C:24]([N:21]1[CH2:22][CH2:23][C:18]([OH:17])([C:2]2[CH:7]=[CH:6][CH:5]=[CH:4][C:3]=2[C:8]([F:11])([F:10])[F:9])[CH2:19][CH2:20]1)=[O:25])([CH3:30])([CH3:28])[CH3:29]. The catalyst class is: 134. (5) Reactant: [CH2:1]([O:13][C:14]1[CH:21]=[CH:20][C:17]([CH2:18][Cl:19])=[CH:16][CH:15]=1)[CH2:2][CH2:3][CH2:4][CH2:5][CH2:6][CH2:7][CH2:8][CH2:9][CH2:10][CH2:11][CH3:12].S(Cl)(Cl)=O.[CH2:26](OC1C=CC(CO)=CC=1)[CH2:27][CH2:28][CH2:29][CH2:26][CH2:27][CH2:28][CH2:29][CH2:26][CH2:27][CH2:28][CH2:29][CH2:26][CH2:27][CH2:28][CH3:29]. Product: [CH2:1]([O:13][C:14]1[CH:21]=[CH:20][C:17]([CH2:18][Cl:19])=[CH:16][CH:15]=1)[CH2:2][CH2:3][CH2:4][CH2:5][CH2:6][CH2:7][CH2:8][CH2:9][CH2:10][CH2:11][CH2:12][CH2:26][CH2:27][CH2:28][CH3:29]. The catalyst class is: 2.